From a dataset of Full USPTO retrosynthesis dataset with 1.9M reactions from patents (1976-2016). Predict the reactants needed to synthesize the given product. (1) Given the product [N:21]1[CH:26]=[CH:25][C:24]([C:27]([C:16]2[S:15][C:14]([C:11]3[CH:10]=[CH:9][C:8]([C:7]([F:6])([F:19])[F:20])=[CH:13][CH:12]=3)=[N:18][CH:17]=2)([OH:29])[CH3:28])=[CH:23][CH:22]=1, predict the reactants needed to synthesize it. The reactants are: [Li]CCCC.[F:6][C:7]([F:20])([F:19])[C:8]1[CH:13]=[CH:12][C:11]([C:14]2[S:15][CH:16]=[CH:17][N:18]=2)=[CH:10][CH:9]=1.[N:21]1[CH:26]=[CH:25][C:24]([C:27](=[O:29])[CH3:28])=[CH:23][CH:22]=1. (2) Given the product [Cl:32][C:25]1[CH:24]=[C:23]([C:20]2[CH:21]=[CH:22][N:18]([CH2:17][C@@H:16]([NH:15][C:11]([C:9]3[N:10]=[C:6]4[CH:5]=[C:4]([CH3:14])[N:3]=[C:2]([CH3:1])[N:7]4[CH:8]=3)=[O:13])[CH3:33])[N:19]=2)[CH:30]=[C:29]([F:31])[C:26]=1[C:27]#[N:28], predict the reactants needed to synthesize it. The reactants are: [CH3:1][C:2]1[N:7]2[CH:8]=[C:9]([C:11]([OH:13])=O)[N:10]=[C:6]2[CH:5]=[C:4]([CH3:14])[N:3]=1.[NH2:15][C@@H:16]([CH3:33])[CH2:17][N:18]1[CH:22]=[CH:21][C:20]([C:23]2[CH:30]=[C:29]([F:31])[C:26]([C:27]#[N:28])=[C:25]([Cl:32])[CH:24]=2)=[N:19]1.CN(C(ON1N=NC2C=CC=CC1=2)=[N+](C)C)C.F[P-](F)(F)(F)(F)F. (3) Given the product [CH2:17]([O:1][C:2]1[CH:3]=[C:4]([CH:7]=[CH:8][C:9]=1[O:14][CH2:11][CH2:3][CH:4]([CH3:7])[CH3:5])[CH:5]=[O:6])[CH2:18][CH:19]([CH3:21])[CH3:20], predict the reactants needed to synthesize it. The reactants are: [OH:1][C:2]1[CH:3]=[C:4]([CH:7]=[CH:8][C:9]=1O)[CH:5]=[O:6].[C:11](=[O:14])([O-])[O-].[K+].[K+].[CH2:17](I)[CH2:18][CH:19]([CH3:21])[CH3:20].Cl. (4) Given the product [CH:21]([C:18]1[CH:19]=[CH:20][C:15]([C:13]2[N:14]=[C:10]([NH:9][S:8]([CH2:7][C:6]([OH:26])=[O:5])(=[O:25])=[O:24])[S:11][CH:12]=2)=[CH:16][CH:17]=1)([CH3:23])[CH3:22], predict the reactants needed to synthesize it. The reactants are: C([O:5][C:6](=[O:26])[CH2:7][S:8](=[O:25])(=[O:24])[NH:9][C:10]1[S:11][CH:12]=[C:13]([C:15]2[CH:20]=[CH:19][C:18]([CH:21]([CH3:23])[CH3:22])=[CH:17][CH:16]=2)[N:14]=1)(C)(C)C.Cl.